The task is: Predict the product of the given reaction.. This data is from Forward reaction prediction with 1.9M reactions from USPTO patents (1976-2016). (1) Given the reactants [C:1]([O:5][C:6](=[O:19])[CH2:7][CH2:8][NH:9][CH2:10][CH2:11][C:12]([O:14][C:15]([CH3:18])([CH3:17])[CH3:16])=[O:13])([CH3:4])([CH3:3])[CH3:2].[C:20]([O:24][C:25]([NH:27][O:28][CH2:29][C:30](O)=[O:31])=[O:26])([CH3:23])([CH3:22])[CH3:21].ON1C2C=CC=CC=2N=N1.CCN(C(C)C)C(C)C.Cl.CN(C)CCCN=C=NCC, predict the reaction product. The product is: [C:1]([O:5][C:6](=[O:19])[CH2:7][CH2:8][N:9]([C:30](=[O:31])[CH2:29][O:28][NH:27][C:25]([O:24][C:20]([CH3:22])([CH3:21])[CH3:23])=[O:26])[CH2:10][CH2:11][C:12]([O:14][C:15]([CH3:18])([CH3:17])[CH3:16])=[O:13])([CH3:4])([CH3:3])[CH3:2]. (2) Given the reactants [CH3:1][C:2]1[C:6]([C:7]2[CH:8]=C(N)C(NC)=[C:11]([I:13])[CH:12]=2)=[C:5]([CH3:17])[O:4][N:3]=1.C1N=CN([C:23]([N:25]2[CH:29]=[N:28][CH:27]=[CH:26]2)=O)C=1.C1C[O:33]CC1, predict the reaction product. The product is: [CH3:1][C:2]1[C:6]([C:7]2[CH:12]=[C:11]([I:13])[C:26]3[N:25]([CH3:23])[C:29](=[O:33])[NH:28][C:27]=3[CH:8]=2)=[C:5]([CH3:17])[O:4][N:3]=1. (3) Given the reactants [N+:1]([C:4]1[CH:13]=[CH:12][CH:11]=[C:10]2[C:5]=1[CH:6]=[CH:7][C:8](Cl)=[N:9]2)([O-])=O.[Cl:15][C:16]1[S:20][C:19]([S:21](Cl)(=[O:23])=[O:22])=[CH:18][CH:17]=1.[NH2:25][C@H:26]1[C:34]2[C:29](=[CH:30][CH:31]=[CH:32][CH:33]=2)[CH2:28][CH2:27]1, predict the reaction product. The product is: [C@H:26]1([NH:25][C:8]2[CH:7]=[CH:6][C:5]3[C:10](=[CH:11][CH:12]=[CH:13][C:4]=3[NH:1][S:21]([C:19]3[S:20][C:16]([Cl:15])=[CH:17][CH:18]=3)(=[O:23])=[O:22])[N:9]=2)[C:34]2[C:29](=[CH:30][CH:31]=[CH:32][CH:33]=2)[CH2:28][CH2:27]1. (4) Given the reactants [F:1][C:2]1[CH:37]=[CH:36][C:5]([CH2:6][C:7]2[CH:8]=[C:9]3[N:15]([C:16](=[O:33])[CH2:17][N:18]4[CH2:23][C@@H:22]([CH3:24])[NH:21][CH2:20][C@@H:19]4[CH2:25][N:26]4[CH2:31][CH2:30][O:29][CH2:28][C@H:27]4[CH3:32])[CH2:14][C:13]([CH3:35])([CH3:34])[C:10]3=[N:11][CH:12]=2)=[CH:4][CH:3]=1.[ClH:38], predict the reaction product. The product is: [ClH:38].[F:1][C:2]1[CH:37]=[CH:36][C:5]([CH2:6][C:7]2[CH:8]=[C:9]3[N:15]([C:16](=[O:33])[CH2:17][N:18]4[CH2:23][C@@H:22]([CH3:24])[NH:21][CH2:20][C@@H:19]4[CH2:25][N:26]4[CH2:31][CH2:30][O:29][CH2:28][C@H:27]4[CH3:32])[CH2:14][C:13]([CH3:35])([CH3:34])[C:10]3=[N:11][CH:12]=2)=[CH:4][CH:3]=1. (5) Given the reactants [Cl:1][C:2]1[CH:3]=[C:4]2[C:9](=[C:10]([Cl:12])[CH:11]=1)[CH2:8][N:7]([CH3:13])[CH2:6][CH:5]2[C:14]1[CH:19]=[CH:18][C:17]([NH2:20])=[CH:16][CH:15]=1.Cl[C:22]([O:24][C:25]1[CH:30]=[CH:29][C:28]([N+:31]([O-:33])=[O:32])=[CH:27][CH:26]=1)=[O:23], predict the reaction product. The product is: [Cl:1][C:2]1[CH:3]=[C:4]2[C:9](=[C:10]([Cl:12])[CH:11]=1)[CH2:8][N:7]([CH3:13])[CH2:6][CH:5]2[C:14]1[CH:19]=[CH:18][C:17]([NH:20][C:22](=[O:23])[O:24][C:25]2[CH:26]=[CH:27][C:28]([N+:31]([O-:33])=[O:32])=[CH:29][CH:30]=2)=[CH:16][CH:15]=1. (6) Given the reactants CC1N=C(NS(C2C=CC(C3C=CC(Cl)=CC=3)=CC=2)(=O)=O)C=CC=1.Br[C:26]1[CH:31]=[CH:30][C:29]([S:32]([NH:35][C:36]2[CH:41]=[CH:40][CH:39]=[C:38]([CH3:42])[N:37]=2)(=[O:34])=[O:33])=[CH:28][C:27]=1[C:43]([F:46])([F:45])[F:44].[C:47]([C:49]1[CH:54]=[CH:53][C:52](B(O)O)=[CH:51][CH:50]=1)#[N:48], predict the reaction product. The product is: [CH3:42][C:38]1[N:37]=[C:36]([NH:35][S:32]([C:29]2[CH:30]=[CH:31][C:26]([C:52]3[CH:53]=[CH:54][C:49]([C:47]#[N:48])=[CH:50][CH:51]=3)=[C:27]([C:43]([F:46])([F:45])[F:44])[CH:28]=2)(=[O:34])=[O:33])[CH:41]=[CH:40][CH:39]=1. (7) Given the reactants [CH:1]1([CH2:4][N:5]([C@@H:13]2[CH2:15][C@H:14]2[C:16]2[CH:21]=[CH:20][C:19]([N:22]3[C:30](=[O:31])[C:29]4[C:24](=[CH:25][CH:26]=[CH:27][CH:28]=4)[C:23]3=[O:32])=[CH:18][CH:17]=2)C(=O)OC(C)(C)C)[CH2:3][CH2:2]1.[ClH:33].COC1CCCC1, predict the reaction product. The product is: [ClH:33].[CH:1]1([CH2:4][NH:5][C@@H:13]2[CH2:15][C@H:14]2[C:16]2[CH:21]=[CH:20][C:19]([N:22]3[C:23](=[O:32])[C:24]4[C:29](=[CH:28][CH:27]=[CH:26][CH:25]=4)[C:30]3=[O:31])=[CH:18][CH:17]=2)[CH2:2][CH2:3]1. (8) Given the reactants [Cl-].C([NH+](CC)CC)C.[N-:9]=[N+:10]=[N-:11].[Na+].[F:13][C:14]1[CH:19]=[CH:18][C:17]([CH2:20][C:21]#[N:22])=[CH:16][CH:15]=1.O, predict the reaction product. The product is: [F:13][C:14]1[CH:19]=[CH:18][C:17]([CH2:20][C:21]2[NH:22][N:11]=[N:10][N:9]=2)=[CH:16][CH:15]=1.